Dataset: Forward reaction prediction with 1.9M reactions from USPTO patents (1976-2016). Task: Predict the product of the given reaction. Given the reactants [H-].[Na+].[CH2:3]1[O:11][C:10]2[CH:9]=[CH:8][C:7]([CH:12]3[C:24]4[NH:23][C:22]5[C:17](=[CH:18][CH:19]=[CH:20][CH:21]=5)[C:16]=4[CH2:15][CH2:14][N:13]3[CH2:25][C:26]3[CH:31]=[CH:30][N:29]=[CH:28][CH:27]=3)=[CH:6][C:5]=2[O:4]1.CN(C=[O:36])C, predict the reaction product. The product is: [CH2:3]1[O:11][C:10]2[CH:9]=[CH:8][C:7]([CH:12]3[C:24]4[NH:23][C:22]5[CH:21]=[CH:20][CH:19]=[CH:18][C:17]=5[C:16](=[O:36])[C:15]=4[CH2:14][N:13]3[CH2:25][C:26]3[CH:31]=[CH:30][N:29]=[CH:28][CH:27]=3)=[CH:6][C:5]=2[O:4]1.